The task is: Regression. Given a peptide amino acid sequence and an MHC pseudo amino acid sequence, predict their binding affinity value. This is MHC class II binding data.. This data is from Peptide-MHC class II binding affinity with 134,281 pairs from IEDB. (1) The peptide sequence is FHEMNNGGDAMYMAL. The MHC is DRB4_0101 with pseudo-sequence DRB4_0103. The binding affinity (normalized) is 0.0158. (2) The peptide sequence is EMETESWIVDRQWAQ. The MHC is DRB1_0401 with pseudo-sequence DRB1_0401. The binding affinity (normalized) is 0.270.